Dataset: Catalyst prediction with 721,799 reactions and 888 catalyst types from USPTO. Task: Predict which catalyst facilitates the given reaction. (1) The catalyst class is: 12. Reactant: [CH3:1][NH:2][CH:3]1[CH2:8][CH2:7][C:6]([C:9]2[C:17]3[C:12](=[CH:13][C:14]([N+:18]([O-:20])=[O:19])=[CH:15][CH:16]=3)[NH:11][CH:10]=2)=[CH:5][CH2:4]1.CCN(CC)CC.[CH3:28][C:29]([O:32][C:33](O[C:33]([O:32][C:29]([CH3:31])([CH3:30])[CH3:28])=[O:34])=[O:34])([CH3:31])[CH3:30]. Product: [CH3:1][N:2]([CH:3]1[CH2:8][CH2:7][C:6]([C:9]2[C:17]3[C:12](=[CH:13][C:14]([N+:18]([O-:20])=[O:19])=[CH:15][CH:16]=3)[NH:11][CH:10]=2)=[CH:5][CH2:4]1)[C:33](=[O:34])[O:32][C:29]([CH3:31])([CH3:30])[CH3:28]. (2) Reactant: [CH3:1][O:2][C:3]1[C:11]([CH3:12])=[C:10]2[C:6]([C:7](=[O:13])[O:8][CH2:9]2)=[C:5]([O:14][CH2:15][CH2:16][Si:17]([CH3:20])([CH3:19])[CH3:18])[C:4]=1[CH2:21][CH:22]=[C:23]([CH3:29])[CH2:24][O:25][P:26]([OH:28])[OH:27].CCN(C(C)C)C(C)C.C/C(/[O:46][Si](C)(C)C)=N\[Si](C)(C)C.C1C=C(SSC2N=CC=CC=2)N=CC=1. Product: [CH3:1][O:2][C:3]1[C:11]([CH3:12])=[C:10]2[C:6]([C:7](=[O:13])[O:8][CH2:9]2)=[C:5]([O:14][CH2:15][CH2:16][Si:17]([CH3:18])([CH3:19])[CH3:20])[C:4]=1[CH2:21][CH:22]=[C:23]([CH3:29])[CH2:24][O:25][P:26](=[O:46])([OH:27])[OH:28]. The catalyst class is: 38. (3) Reactant: [N+:1]([C:4]1[CH:5]=[C:6]([CH:13]=[CH:14][CH:15]=1)[CH2:7][N:8]1[CH2:12][CH2:11][CH2:10][CH2:9]1)([O-])=O.[H][H]. Product: [N:8]1([CH2:7][C:6]2[CH:5]=[C:4]([CH:15]=[CH:14][CH:13]=2)[NH2:1])[CH2:12][CH2:11][CH2:10][CH2:9]1. The catalyst class is: 50.